Dataset: CYP2C19 inhibition data for predicting drug metabolism from PubChem BioAssay. Task: Regression/Classification. Given a drug SMILES string, predict its absorption, distribution, metabolism, or excretion properties. Task type varies by dataset: regression for continuous measurements (e.g., permeability, clearance, half-life) or binary classification for categorical outcomes (e.g., BBB penetration, CYP inhibition). Dataset: cyp2c19_veith. (1) The drug is COC(=O)C(NC(=O)c1ccc(F)cc1)(Nc1ncc(S(=O)(=O)c2ccc([N+](=O)[O-])cc2)s1)C(F)(F)F. The result is 1 (inhibitor). (2) The drug is Cc1ccccc1C(=O)N/N=C/c1ccncc1. The result is 1 (inhibitor). (3) The molecule is COc1cccc(Nc2ncc3nc(-c4ccc(Cl)cc4)c(=O)n(C[C@H]4CCCO4)c3n2)c1. The result is 0 (non-inhibitor). (4) The compound is Cc1sc(NC(=O)C2C3CCC(O3)C2C(=O)O)c(C(=O)OC(C)C)c1-c1ccc(Cl)cc1. The result is 1 (inhibitor).